Dataset: Catalyst prediction with 721,799 reactions and 888 catalyst types from USPTO. Task: Predict which catalyst facilitates the given reaction. (1) Reactant: [CH2:1]([C:3]1[CH:8]=[CH:7][CH:6]=[C:5]([CH2:9][CH3:10])[C:4]=1[C:11]1[N:16]=[C:15]([CH3:17])[C:14]([CH:18]([C:20]2[C:29]3[C:24](=[CH:25][CH:26]=[CH:27][CH:28]=3)[CH2:23][CH2:22][CH:21]=2)[OH:19])=[C:13]([O:30][CH3:31])[CH:12]=1)[CH3:2].[H-].[Na+].I[CH2:35][CH3:36]. Product: [CH2:9]([C:5]1[CH:6]=[CH:7][CH:8]=[C:3]([CH2:1][CH3:2])[C:4]=1[C:11]1[N:16]=[C:15]([CH3:17])[C:14]([CH:18]([O:19][CH2:35][CH3:36])[CH:20]2[C:29]3[C:24](=[CH:25][CH:26]=[CH:27][CH:28]=3)[CH2:23][CH2:22][CH2:21]2)=[C:13]([O:30][CH3:31])[CH:12]=1)[CH3:10]. The catalyst class is: 3. (2) Reactant: [Br:1][C:2]1[CH:7]=[CH:6][CH:5]=[CH:4][C:3]=1[S:8][C:9]1[CH:17]=[CH:16][C:15]([N+:18]([O-:20])=[O:19])=[CH:14][C:10]=1[C:11]([OH:13])=O. Product: [Br:1][C:2]1[CH:7]=[CH:6][CH:5]=[C:4]2[C:3]=1[S:8][C:9]1[CH:17]=[CH:16][C:15]([N+:18]([O-:20])=[O:19])=[CH:14][C:10]=1[C:11]2=[O:13]. The catalyst class is: 501.